This data is from NCI-60 drug combinations with 297,098 pairs across 59 cell lines. The task is: Regression. Given two drug SMILES strings and cell line genomic features, predict the synergy score measuring deviation from expected non-interaction effect. (1) Drug 1: CC(C1=C(C=CC(=C1Cl)F)Cl)OC2=C(N=CC(=C2)C3=CN(N=C3)C4CCNCC4)N. Drug 2: CN1C(=O)N2C=NC(=C2N=N1)C(=O)N. Cell line: SN12C. Synergy scores: CSS=7.05, Synergy_ZIP=3.33, Synergy_Bliss=-1.95, Synergy_Loewe=-14.1, Synergy_HSA=-1.48. (2) Drug 1: CCC1(CC2CC(C3=C(CCN(C2)C1)C4=CC=CC=C4N3)(C5=C(C=C6C(=C5)C78CCN9C7C(C=CC9)(C(C(C8N6C)(C(=O)OC)O)OC(=O)C)CC)OC)C(=O)OC)O.OS(=O)(=O)O. Drug 2: CC1=C(C=C(C=C1)C(=O)NC2=CC(=CC(=C2)C(F)(F)F)N3C=C(N=C3)C)NC4=NC=CC(=N4)C5=CN=CC=C5. Cell line: NCI-H460. Synergy scores: CSS=1.22, Synergy_ZIP=-0.374, Synergy_Bliss=0.0690, Synergy_Loewe=-1.80, Synergy_HSA=-0.731. (3) Drug 1: CC1=C(C=C(C=C1)NC2=NC=CC(=N2)N(C)C3=CC4=NN(C(=C4C=C3)C)C)S(=O)(=O)N.Cl. Drug 2: CCC1=C2CN3C(=CC4=C(C3=O)COC(=O)C4(CC)O)C2=NC5=C1C=C(C=C5)O. Cell line: ACHN. Synergy scores: CSS=24.9, Synergy_ZIP=-2.88, Synergy_Bliss=-6.72, Synergy_Loewe=-8.89, Synergy_HSA=-5.89.